Dataset: Reaction yield outcomes from USPTO patents with 853,638 reactions. Task: Predict the reaction yield, written as a fraction of the theoretical maximum amount of product (1.0 means a 100% yield; for example, 0.34 means a 34% yield). (1) The reactants are [Br:1][C:2]1[S:6][C:5]([CH2:7]Br)=[N:4][C:3]=1[C:9]1[CH:14]=[CH:13][CH:12]=[C:11]([O:15][CH3:16])[CH:10]=1.[F:17][C:18]1[C:26]([OH:27])=[CH:25][CH:24]=[C:23]([F:28])[C:19]=1[C:20]([NH2:22])=[O:21].C(=O)([O-])[O-].[K+].[K+]. The catalyst is CN(C=O)C. The product is [Br:1][C:2]1[S:6][C:5]([CH2:7][O:27][C:26]2[C:18]([F:17])=[C:19]([C:23]([F:28])=[CH:24][CH:25]=2)[C:20]([NH2:22])=[O:21])=[N:4][C:3]=1[C:9]1[CH:14]=[CH:13][CH:12]=[C:11]([O:15][CH3:16])[CH:10]=1. The yield is 0.490. (2) The reactants are [C:1]([O:5][C:6]([N:8]1[CH2:12][C:11](=O)[CH2:10][C@H:9]1[C:14]([OH:16])=[O:15])=[O:7])([CH3:4])([CH3:3])[CH3:2].Cl.[CH2:18]([O:20][NH2:21])[CH3:19].N1C=CC=CC=1. The catalyst is C(O)C. The product is [C:1]([O:5][C:6]([N:8]1[CH2:12][C:11](=[N:21][O:20][CH2:18][CH3:19])[CH2:10][C@H:9]1[C:14]([OH:16])=[O:15])=[O:7])([CH3:4])([CH3:3])[CH3:2]. The yield is 0.930.